This data is from Full USPTO retrosynthesis dataset with 1.9M reactions from patents (1976-2016). The task is: Predict the reactants needed to synthesize the given product. (1) The reactants are: [OH:1][CH2:2][CH2:3][CH2:4][CH2:5][C:6]1([CH2:12][C:13]([N:15]([CH3:17])[CH3:16])=[O:14])[CH2:11][CH2:10][CH2:9][CH:8]=[CH:7]1.[Cr](O[Cr]([O-])(=O)=O)([O-])(=O)=[O:19].[NH+]1C=CC=CC=1.[NH+]1C=CC=CC=1.O. Given the product [CH3:17][N:15]([CH3:16])[C:13]([CH2:12][C:6]1([CH2:5][CH2:4][CH2:3][C:2]([OH:19])=[O:1])[CH2:11][CH2:10][CH2:9][CH:8]=[CH:7]1)=[O:14], predict the reactants needed to synthesize it. (2) Given the product [Cl:1][CH2:2][C:3]([C:5]1[CH:6]=[C:7]2[C:11](=[CH:12][CH:13]=1)[NH:10][C:9](=[O:14])/[C:8]/2=[CH:29]\[C:26]1[NH:25][C:24]([CH3:31])=[C:23]([C:21]([NH:20][CH2:19][CH2:18][N:17]([CH2:32][CH3:33])[CH2:15][CH3:16])=[O:22])[C:27]=1[CH3:28])=[O:4], predict the reactants needed to synthesize it. The reactants are: [Cl:1][CH2:2][C:3]([C:5]1[CH:6]=[C:7]2[C:11](=[CH:12][CH:13]=1)[NH:10][C:9](=[O:14])[CH2:8]2)=[O:4].[CH2:15]([N:17]([CH2:32][CH3:33])[CH2:18][CH2:19][NH:20][C:21]([C:23]1[C:27]([CH3:28])=[C:26]([CH:29]=O)[NH:25][C:24]=1[CH3:31])=[O:22])[CH3:16].N1CCCCC1. (3) Given the product [CH3:40][N:39]([CH3:41])[C:37](=[O:38])[CH2:36][N:33]1[CH2:32][CH2:31][N:30]([C:27]2[CH:28]=[CH:29][C:24]([NH:23][C:8]3[N:7]=[C:6]4[N:5]([C:16]5[CH:21]=[CH:20][CH:19]=[C:18]([CH3:22])[N:17]=5)[N:4]([CH2:1][C:2]#[CH:3])[C:12](=[O:13])[C:11]4=[CH:10][N:9]=3)=[CH:25][CH:26]=2)[CH2:35][CH2:34]1, predict the reactants needed to synthesize it. The reactants are: [CH2:1]([N:4]1[C:12](=[O:13])[C:11]2[C:6](=[N:7][C:8](SC)=[N:9][CH:10]=2)[N:5]1[C:16]1[CH:21]=[CH:20][CH:19]=[C:18]([CH3:22])[N:17]=1)[CH:2]=[CH2:3].[NH2:23][C:24]1[CH:29]=[CH:28][C:27]([N:30]2[CH2:35][CH2:34][N:33]([CH2:36][C:37]([N:39]([CH3:41])[CH3:40])=[O:38])[CH2:32][CH2:31]2)=[CH:26][CH:25]=1. (4) Given the product [N:3]1[C:4]2[C:9](=[N:8][CH:7]=[CH:6][CH:5]=2)[CH:10]=[CH:11][C:2]=1[CH:1]=[O:12], predict the reactants needed to synthesize it. The reactants are: [CH3:1][C:2]1[CH:11]=[CH:10][C:9]2[C:4](=[CH:5][CH:6]=[CH:7][N:8]=2)[N:3]=1.[O:12]1CCOCC1. (5) Given the product [C:26]1([C:25]2[C:18]3[C:17]([NH:16][CH2:15][CH2:14][CH:11]4[CH2:10][CH2:9][NH:8][CH2:13][CH2:12]4)=[N:22][CH:21]=[N:20][C:19]=3[O:23][C:24]=2[C:32]2[CH:33]=[CH:34][C:35]([O:38][CH2:39][CH2:40][N:41]3[CH2:42][CH2:43][CH2:44][CH2:45]3)=[CH:36][CH:37]=2)[CH:27]=[CH:28][CH:29]=[CH:30][CH:31]=1, predict the reactants needed to synthesize it. The reactants are: C([N:8]1[CH2:13][CH2:12][CH:11]([CH2:14][CH2:15][NH:16][C:17]2[C:18]3[C:25]([C:26]4[CH:31]=[CH:30][CH:29]=[CH:28][CH:27]=4)=[C:24]([C:32]4[CH:37]=[CH:36][C:35]([O:38][CH2:39][CH2:40][N:41]5[CH2:45][CH2:44][CH2:43][CH2:42]5)=[CH:34][CH:33]=4)[O:23][C:19]=3[N:20]=[CH:21][N:22]=2)[CH2:10][CH2:9]1)C1C=CC=CC=1.C(=O)(O)[O-].[NH4+]. (6) The reactants are: [F:1][C:2]1[CH:10]=[C:9]([NH:11][C:12]([C:14]2[CH:23]=[C:22]3[C:17]([CH2:18][CH2:19][CH2:20][N:21]3[S:24]([C:27]3[CH:32]=[CH:31][CH:30]=[C:29]([C:33]([F:36])([F:35])[F:34])[CH:28]=3)(=[O:26])=[O:25])=[CH:16][CH:15]=2)=[O:13])[CH:8]=[CH:7][C:3]=1[C:4]([OH:6])=[O:5].F[C:38](F)(F)[C:39]1C=C(S(Cl)(=O)=O)C=CC=1. Given the product [CH2:38]([O:5][C:4](=[O:6])[C:3]1[CH:7]=[CH:8][C:9]([NH:11][C:12]([C:14]2[CH:23]=[C:22]3[C:17]([CH2:18][CH2:19][CH2:20][N:21]3[S:24]([C:27]3[CH:32]=[CH:31][CH:30]=[C:29]([C:33]([F:34])([F:36])[F:35])[CH:28]=3)(=[O:26])=[O:25])=[CH:16][CH:15]=2)=[O:13])=[CH:10][C:2]=1[F:1])[CH3:39], predict the reactants needed to synthesize it. (7) Given the product [C:15]([C:2]1[CH:3]=[CH:4][C:5]([C:8]2[CH:13]=[CH:12][N:11]=[CH:10][CH:9]=2)=[N:6][CH:7]=1)#[N:16], predict the reactants needed to synthesize it. The reactants are: Br[C:2]1[CH:3]=[CH:4][C:5]([C:8]2[CH:13]=[CH:12][N:11]=[CH:10][CH:9]=2)=[N:6][CH:7]=1.[Cu][C:15]#[N:16].[OH-].[Na+].